Dataset: Peptide-MHC class II binding affinity with 134,281 pairs from IEDB. Task: Regression. Given a peptide amino acid sequence and an MHC pseudo amino acid sequence, predict their binding affinity value. This is MHC class II binding data. (1) The peptide sequence is EPIAAYHFDLSGKAF. The MHC is DRB1_0701 with pseudo-sequence DRB1_0701. The binding affinity (normalized) is 0.693. (2) The peptide sequence is IFKISKTVSEGAVDI. The MHC is DRB1_0301 with pseudo-sequence DRB1_0301. The binding affinity (normalized) is 0.0294.